From a dataset of Full USPTO retrosynthesis dataset with 1.9M reactions from patents (1976-2016). Predict the reactants needed to synthesize the given product. Given the product [ClH:35].[C:7]([CH2:8][N:9]([S:18]([C:21]1[CH:30]=[C:29]2[C:24]([C:25]([Cl:35])=[CH:26][N:27]=[C:28]2[NH:31][C:32]([NH2:34])=[NH:33])=[CH:23][CH:22]=1)(=[O:20])=[O:19])[CH2:10][C:11]([OH:13])=[O:12])([OH:36])=[O:6], predict the reactants needed to synthesize it. The reactants are: Cl.C([O:6][C:7](=[O:36])[CH2:8][N:9]([S:18]([C:21]1[CH:30]=[C:29]2[C:24]([C:25]([Cl:35])=[CH:26][N:27]=[C:28]2[NH:31][C:32]([NH2:34])=[NH:33])=[CH:23][CH:22]=1)(=[O:20])=[O:19])[CH2:10][C:11]([O:13]C(C)(C)C)=[O:12])(C)(C)C.